Task: Regression. Given a peptide amino acid sequence and an MHC pseudo amino acid sequence, predict their binding affinity value. This is MHC class II binding data.. Dataset: Peptide-MHC class II binding affinity with 134,281 pairs from IEDB The peptide sequence is LSEMKEAFHGLDVKF. The MHC is DRB1_0801 with pseudo-sequence DRB1_0801. The binding affinity (normalized) is 0.525.